Dataset: Forward reaction prediction with 1.9M reactions from USPTO patents (1976-2016). Task: Predict the product of the given reaction. The product is: [Cl:14][C:15]1[N:16]=[C:17]([O:22][CH3:23])[N:18]=[C:19]([C:8]2[CH:9]=[CH:10][C:5]([O:4][CH2:3][O:2][CH3:1])=[CH:6][CH:7]=2)[N:20]=1. Given the reactants [CH3:1][O:2][CH2:3][O:4][C:5]1[CH:10]=[CH:9][C:8](B(O)O)=[CH:7][CH:6]=1.[Cl:14][C:15]1[N:20]=[C:19](Cl)[N:18]=[C:17]([O:22][CH3:23])[N:16]=1.C(=O)([O-])[O-].[Na+].[Na+].O, predict the reaction product.